From a dataset of NCI-60 drug combinations with 297,098 pairs across 59 cell lines. Regression. Given two drug SMILES strings and cell line genomic features, predict the synergy score measuring deviation from expected non-interaction effect. (1) Drug 1: CNC(=O)C1=CC=CC=C1SC2=CC3=C(C=C2)C(=NN3)C=CC4=CC=CC=N4. Drug 2: CN1CCC(CC1)COC2=C(C=C3C(=C2)N=CN=C3NC4=C(C=C(C=C4)Br)F)OC. Cell line: SN12C. Synergy scores: CSS=19.7, Synergy_ZIP=-3.49, Synergy_Bliss=4.32, Synergy_Loewe=4.87, Synergy_HSA=5.66. (2) Drug 1: C1=NC2=C(N=C(N=C2N1C3C(C(C(O3)CO)O)O)F)N. Drug 2: C1CCC(C(C1)N)N.C(=O)(C(=O)[O-])[O-].[Pt+4]. Synergy scores: CSS=41.8, Synergy_ZIP=0.673, Synergy_Bliss=1.60, Synergy_Loewe=0.768, Synergy_HSA=4.92. Cell line: HOP-62. (3) Drug 1: COC1=CC(=CC(=C1O)OC)C2C3C(COC3=O)C(C4=CC5=C(C=C24)OCO5)OC6C(C(C7C(O6)COC(O7)C8=CC=CS8)O)O. Drug 2: CN(CC1=CN=C2C(=N1)C(=NC(=N2)N)N)C3=CC=C(C=C3)C(=O)NC(CCC(=O)O)C(=O)O. Cell line: OVCAR3. Synergy scores: CSS=50.8, Synergy_ZIP=-8.30, Synergy_Bliss=-1.98, Synergy_Loewe=-5.70, Synergy_HSA=1.76.